This data is from Full USPTO retrosynthesis dataset with 1.9M reactions from patents (1976-2016). The task is: Predict the reactants needed to synthesize the given product. (1) The reactants are: [Cl:1][C:2]1[CH:10]=[C:9]([N:11]2[CH:15]=[CH:14][C:13]([CH3:16])=[N:12]2)[CH:8]=[CH:7][C:3]=1[C:4]([OH:6])=O.[NH2:17][C:18]1[CH:19]=[CH:20][C:21]2[CH2:25][O:24][B:23]([OH:26])[C:22]=2[CH:27]=1. Given the product [Cl:1][C:2]1[CH:10]=[C:9]([N:11]2[CH:15]=[CH:14][C:13]([CH3:16])=[N:12]2)[CH:8]=[CH:7][C:3]=1[C:4]([NH:17][C:18]1[CH:19]=[CH:20][C:21]2[CH2:25][O:24][B:23]([OH:26])[C:22]=2[CH:27]=1)=[O:6], predict the reactants needed to synthesize it. (2) Given the product [Cl:15][C:16]1[CH:23]=[C:22]([Cl:24])[CH:21]=[CH:20][C:17]=1[CH2:18][NH:19][CH:2]1[CH2:7][CH2:6][N:5]([C:8]([O:10][C:11]([CH3:14])([CH3:13])[CH3:12])=[O:9])[CH2:4][CH2:3]1, predict the reactants needed to synthesize it. The reactants are: O=[C:2]1[CH2:7][CH2:6][N:5]([C:8]([O:10][C:11]([CH3:14])([CH3:13])[CH3:12])=[O:9])[CH2:4][CH2:3]1.[Cl:15][C:16]1[CH:23]=[C:22]([Cl:24])[CH:21]=[CH:20][C:17]=1[CH2:18][NH2:19].C(O)(=O)C.[BH3-]C#N.[Na+]. (3) Given the product [F:21][C:2]([F:1])([F:20])[O:3][C:4]1[CH:9]=[CH:8][C:7]([C:10]2[O:14][N:13]=[CH:12][C:11]=2[CH2:15][CH2:16][C:17]([O:19][CH3:27])=[O:18])=[CH:6][CH:5]=1, predict the reactants needed to synthesize it. The reactants are: [F:1][C:2]([F:21])([F:20])[O:3][C:4]1[CH:9]=[CH:8][C:7]([C:10]2[O:14][N:13]=[CH:12][C:11]=2[CH2:15][CH2:16][C:17]([OH:19])=[O:18])=[CH:6][CH:5]=1.S(=O)(=O)(O)O.[CH3:27]O. (4) The reactants are: [CH3:1][O:2][C:3](=[O:22])[CH:4]([NH:11][C:12]([O:14][CH2:15][C:16]1[CH:21]=[CH:20][CH:19]=[CH:18][CH:17]=1)=[O:13])P(OC)(OC)=O.C1CCN2C(=NCCC2)CC1.[CH3:34][O:35][C:36]1[N:37]=[C:38]2[C:43](=[CH:44][CH:45]=1)[N:42]=[CH:41][CH:40]=[C:39]2[CH:46]=O.CC(=O)OCC. Given the product [CH3:1][O:2][C:3](=[O:22])/[C:4](/[NH:11][C:12]([O:14][CH2:15][C:16]1[CH:17]=[CH:18][CH:19]=[CH:20][CH:21]=1)=[O:13])=[CH:46]/[C:39]1[C:38]2[C:43](=[CH:44][CH:45]=[C:36]([O:35][CH3:34])[N:37]=2)[N:42]=[CH:41][CH:40]=1, predict the reactants needed to synthesize it. (5) Given the product [F:30][CH2:31][CH2:32][N:22]1[CH2:21][CH2:20][C:6]2[N:7](/[CH:11]=[C:12](/[C:14]3[CH:19]=[CH:18][N:17]=[CH:16][CH:15]=3)\[CH3:13])[C:8]3[CH:9]=[CH:10][C:2]([CH3:1])=[CH:3][C:4]=3[C:5]=2[CH2:23]1, predict the reactants needed to synthesize it. The reactants are: [CH3:1][C:2]1[CH:10]=[CH:9][C:8]2[N:7]([CH:11]=[C:12]([C:14]3[CH:19]=[CH:18][N:17]=[CH:16][CH:15]=3)[CH3:13])[C:6]3[CH2:20][CH2:21][NH:22][CH2:23][C:5]=3[C:4]=2[CH:3]=1.C(=O)([O-])[O-].[K+].[K+].[F:30][CH2:31][CH2:32]I. (6) Given the product [CH3:39][NH:38][C:37]([C:33]1[CH:32]=[C:31]([O:30][C:28]2[CH:27]=[CH:26][C:24]3[NH:25][C:21]([NH:20][C:12]4[CH:11]=[C:10]5[C:15]([C:16]([CH3:19])([CH3:18])[CH2:17][NH:8][CH2:9]5)=[CH:14][CH:13]=4)=[N:22][C:23]=3[CH:29]=2)[CH:36]=[CH:35][N:34]=1)=[O:40], predict the reactants needed to synthesize it. The reactants are: C(OC([N:8]1[CH2:17][C:16]([CH3:19])([CH3:18])[C:15]2[C:10](=[CH:11][C:12]([NH:20][C:21]3[NH:25][C:24]4[CH:26]=[CH:27][C:28]([O:30][C:31]5[CH:36]=[CH:35][N:34]=[C:33]([C:37](=[O:40])[NH:38][CH3:39])[CH:32]=5)=[CH:29][C:23]=4[N:22]=3)=[CH:13][CH:14]=2)[CH2:9]1)=O)(C)(C)C.C(O)(C(F)(F)F)=O. (7) Given the product [CH3:1][C@H:2]1[NH:7][C@@H:6]([CH3:8])[CH2:5][N:4]([C:9]2[C:10]([O:18][CH3:19])=[CH:11][C:12]([O:16][CH3:17])=[C:13]([NH:14][S:27]([C:24]3[CH:25]=[CH:26][C:21]([I:20])=[CH:22][CH:23]=3)(=[O:29])=[O:28])[CH:15]=2)[CH2:3]1, predict the reactants needed to synthesize it. The reactants are: [CH3:1][C@H:2]1[NH:7][C@@H:6]([CH3:8])[CH2:5][N:4]([C:9]2[C:10]([O:18][CH3:19])=[CH:11][C:12]([O:16][CH3:17])=[C:13]([CH:15]=2)[NH2:14])[CH2:3]1.[I:20][C:21]1[CH:26]=[CH:25][C:24]([S:27](Cl)(=[O:29])=[O:28])=[CH:23][CH:22]=1. (8) Given the product [F:15][C:14]1([F:16])[C:13]([CH3:17])([CH3:18])[O:12][CH2:11][C:10](=[S:19])[NH:9][C@@:8]1([C:6]1[CH:7]=[C:2]([NH:1][CH:23]2[C:32]3[N:31]=[CH:30][C:29]([C:33]#[N:34])=[CH:28][C:27]=3[CH2:26][CH2:25][CH2:24]2)[CH:3]=[CH:4][C:5]=1[F:21])[CH3:20], predict the reactants needed to synthesize it. The reactants are: [NH2:1][C:2]1[CH:3]=[CH:4][C:5]([F:21])=[C:6]([C@:8]2([CH3:20])[C:14]([F:16])([F:15])[C:13]([CH3:18])([CH3:17])[O:12][CH2:11][C:10](=[S:19])[NH:9]2)[CH:7]=1.O=[C:23]1[C:32]2[N:31]=[CH:30][C:29]([C:33]#[N:34])=[CH:28][C:27]=2[CH2:26][CH2:25][CH2:24]1. (9) Given the product [CH3:42][O:41][C:37]1[CH:36]=[C:35]([NH:34][CH:27]([C:28]2[CH:33]=[CH:32][CH:31]=[CH:30][CH:29]=2)[C:8]([C:10]2[C:14]3[CH2:15][N:16]([C:19]([O:21][C:22]([CH3:23])([CH3:25])[CH3:24])=[O:20])[CH2:17][CH2:18][C:13]=3[N:12]([CH3:26])[N:11]=2)=[O:9])[CH:40]=[CH:39][CH:38]=1, predict the reactants needed to synthesize it. The reactants are: C(N(CC)CC)C.[CH:8]([C:10]1[C:14]2[CH2:15][N:16]([C:19]([O:21][C:22]([CH3:25])([CH3:24])[CH3:23])=[O:20])[CH2:17][CH2:18][C:13]=2[N:12]([CH3:26])[N:11]=1)=[O:9].[CH:27](=[N:34][C:35]1[CH:40]=[CH:39][CH:38]=[C:37]([O:41][CH3:42])[CH:36]=1)[C:28]1[CH:33]=[CH:32][CH:31]=[CH:30][CH:29]=1.